This data is from NCI-60 drug combinations with 297,098 pairs across 59 cell lines. The task is: Regression. Given two drug SMILES strings and cell line genomic features, predict the synergy score measuring deviation from expected non-interaction effect. (1) Drug 1: COC1=C2C(=CC3=C1OC=C3)C=CC(=O)O2. Drug 2: C(CN)CNCCSP(=O)(O)O. Cell line: EKVX. Synergy scores: CSS=0.525, Synergy_ZIP=2.80, Synergy_Bliss=3.72, Synergy_Loewe=-2.49, Synergy_HSA=-3.37. (2) Drug 1: CC1C(C(CC(O1)OC2CC(OC(C2O)C)OC3=CC4=CC5=C(C(=O)C(C(C5)C(C(=O)C(C(C)O)O)OC)OC6CC(C(C(O6)C)O)OC7CC(C(C(O7)C)O)OC8CC(C(C(O8)C)O)(C)O)C(=C4C(=C3C)O)O)O)O. Drug 2: C(CN)CNCCSP(=O)(O)O. Cell line: NCI-H522. Synergy scores: CSS=17.8, Synergy_ZIP=-0.205, Synergy_Bliss=0.818, Synergy_Loewe=-38.4, Synergy_HSA=0.232. (3) Cell line: SW-620. Synergy scores: CSS=28.8, Synergy_ZIP=1.50, Synergy_Bliss=0.935, Synergy_Loewe=-21.8, Synergy_HSA=-0.273. Drug 2: C1C(C(OC1N2C=NC3=C(N=C(N=C32)Cl)N)CO)O. Drug 1: CC1=CC=C(C=C1)C2=CC(=NN2C3=CC=C(C=C3)S(=O)(=O)N)C(F)(F)F. (4) Drug 1: CC(C1=C(C=CC(=C1Cl)F)Cl)OC2=C(N=CC(=C2)C3=CN(N=C3)C4CCNCC4)N. Drug 2: CC1=C(C(=CC=C1)Cl)NC(=O)C2=CN=C(S2)NC3=CC(=NC(=N3)C)N4CCN(CC4)CCO. Cell line: 786-0. Synergy scores: CSS=13.9, Synergy_ZIP=-3.16, Synergy_Bliss=5.18, Synergy_Loewe=-6.51, Synergy_HSA=5.62. (5) Drug 1: C1C(C(OC1N2C=C(C(=O)NC2=O)F)CO)O. Drug 2: CC1C(C(CC(O1)OC2CC(OC(C2O)C)OC3=CC4=CC5=C(C(=O)C(C(C5)C(C(=O)C(C(C)O)O)OC)OC6CC(C(C(O6)C)O)OC7CC(C(C(O7)C)O)OC8CC(C(C(O8)C)O)(C)O)C(=C4C(=C3C)O)O)O)O. Cell line: CCRF-CEM. Synergy scores: CSS=69.2, Synergy_ZIP=4.89, Synergy_Bliss=10.2, Synergy_Loewe=-14.5, Synergy_HSA=5.93. (6) Synergy scores: CSS=2.13, Synergy_ZIP=1.09, Synergy_Bliss=-0.877, Synergy_Loewe=-5.61, Synergy_HSA=-3.47. Cell line: OVCAR-8. Drug 2: CCCS(=O)(=O)NC1=C(C(=C(C=C1)F)C(=O)C2=CNC3=C2C=C(C=N3)C4=CC=C(C=C4)Cl)F. Drug 1: CS(=O)(=O)C1=CC(=C(C=C1)C(=O)NC2=CC(=C(C=C2)Cl)C3=CC=CC=N3)Cl. (7) Drug 1: CNC(=O)C1=CC=CC=C1SC2=CC3=C(C=C2)C(=NN3)C=CC4=CC=CC=N4. Drug 2: C1=NNC2=C1C(=O)NC=N2. Cell line: UO-31. Synergy scores: CSS=3.09, Synergy_ZIP=-1.38, Synergy_Bliss=-1.46, Synergy_Loewe=-1.34, Synergy_HSA=-1.44. (8) Drug 1: C1=CC=C(C(=C1)C(C2=CC=C(C=C2)Cl)C(Cl)Cl)Cl. Drug 2: COC1=NC(=NC2=C1N=CN2C3C(C(C(O3)CO)O)O)N. Cell line: K-562. Synergy scores: CSS=-0.977, Synergy_ZIP=-4.29, Synergy_Bliss=-13.7, Synergy_Loewe=-13.5, Synergy_HSA=-12.9.